Dataset: Catalyst prediction with 721,799 reactions and 888 catalyst types from USPTO. Task: Predict which catalyst facilitates the given reaction. (1) Reactant: [NH2:1][C:2]1[CH:11]=[CH:10][C:9]([Cl:12])=[CH:8][C:3]=1[C:4]([O:6][CH3:7])=[O:5].[CH2:13]([O:15][CH2:16][C:17](Cl)=[O:18])[CH3:14]. Product: [Cl:12][C:9]1[CH:10]=[CH:11][C:2]([NH:1][C:17](=[O:18])[CH2:16][O:15][CH2:13][CH3:14])=[C:3]([CH:8]=1)[C:4]([O:6][CH3:7])=[O:5]. The catalyst class is: 6. (2) Reactant: CCOP(O)N(C(C)C)C(C)C.[CH:13]([O:16][C:17]1[CH:22]=[CH:21][CH:20]=[CH:19][C:18]=1[N:23]1[C:32](=[O:33])[C:31]2[C:26](=[CH:27][CH:28]=[CH:29][CH:30]=2)[N:25]=[C:24]1[CH2:34][N:35]1[CH2:40][CH2:39][NH:38][CH2:37][CH2:36]1)([CH3:15])[CH3:14].[Cl:41][C:42]1[CH:52]=[CH:51][C:45]([O:46][CH2:47][C:48](Cl)=[O:49])=[CH:44][CH:43]=1. Product: [Cl:41][C:42]1[CH:52]=[CH:51][C:45]([O:46][CH2:47][C:48]([N:38]2[CH2:37][CH2:36][N:35]([CH2:34][C:24]3[N:23]([C:18]4[CH:19]=[CH:20][CH:21]=[CH:22][C:17]=4[O:16][CH:13]([CH3:15])[CH3:14])[C:32](=[O:33])[C:31]4[C:26](=[CH:27][CH:28]=[CH:29][CH:30]=4)[N:25]=3)[CH2:40][CH2:39]2)=[O:49])=[CH:44][CH:43]=1. The catalyst class is: 142. (3) The catalyst class is: 237. Product: [C:13]([C:18]1([CH3:1])[CH2:22][S:21][C:20]([C:23]2[CH:28]=[CH:27][CH:26]=[CH:25][CH:24]=2)=[N:19]1)([O:15][CH2:16][CH3:17])=[O:14]. Reactant: [CH2:1]([Li])CCC.C(NC(C)C)(C)C.[C:13]([CH:18]1[CH2:22][S:21][C:20]([C:23]2[CH:28]=[CH:27][CH:26]=[CH:25][CH:24]=2)=[N:19]1)([O:15][CH2:16][CH3:17])=[O:14].CI.Cl.